The task is: Predict the product of the given reaction.. This data is from Forward reaction prediction with 1.9M reactions from USPTO patents (1976-2016). (1) Given the reactants Cl.C(N=C=NCCCN(C)C)C.[O:13]=[C:14]1[C:18]([C:25]2[CH:30]=[CH:29][CH:28]=[CH:27][CH:26]=2)([C:19]2[CH:24]=[CH:23][CH:22]=[CH:21][CH:20]=2)[CH2:17][CH2:16][N:15]1[CH2:31][C:32]([OH:34])=O.[C:35]1([C:41]2([C:47]3[CH:52]=[CH:51][CH:50]=[CH:49][CH:48]=3)[O:46][CH2:45][CH2:44][NH:43][CH2:42]2)[CH:40]=[CH:39][CH:38]=[CH:37][CH:36]=1, predict the reaction product. The product is: [C:47]1([C:41]2([C:35]3[CH:36]=[CH:37][CH:38]=[CH:39][CH:40]=3)[O:46][CH2:45][CH2:44][N:43]([C:32](=[O:34])[CH2:31][N:15]3[CH2:16][CH2:17][C:18]([C:25]4[CH:30]=[CH:29][CH:28]=[CH:27][CH:26]=4)([C:19]4[CH:24]=[CH:23][CH:22]=[CH:21][CH:20]=4)[C:14]3=[O:13])[CH2:42]2)[CH:52]=[CH:51][CH:50]=[CH:49][CH:48]=1. (2) The product is: [N:15]([C:2]1[C:7]([N+:8]([O-:10])=[O:9])=[CH:6][C:5]([O:11][CH3:12])=[C:4]([O:13][CH3:14])[N:3]=1)=[N+:16]=[N-:17]. Given the reactants Br[C:2]1[C:7]([N+:8]([O-:10])=[O:9])=[CH:6][C:5]([O:11][CH3:12])=[C:4]([O:13][CH3:14])[N:3]=1.[N-:15]=[N+:16]=[N-:17].[Na+], predict the reaction product. (3) Given the reactants [NH:1]1[C:9]2[C:4](=[CH:5][C:6]([C:10]#[N:11])=[CH:7][CH:8]=2)[CH:3]=[N:2]1.C(=O)([O-])[O-].[Cs+].[Cs+].Br[CH2:19][CH2:20][CH2:21][C:22]([O:24][CH2:25][CH3:26])=[O:23], predict the reaction product. The product is: [C:10]([C:6]1[CH:5]=[C:4]2[C:9](=[CH:8][CH:7]=1)[N:1]([CH2:19][CH2:20][CH2:21][C:22]([O:24][CH2:25][CH3:26])=[O:23])[N:2]=[CH:3]2)#[N:11]. (4) Given the reactants [I:1][C:2]1[C:7]([OH:8])=[CH:6][CH:5]=[C:4]([CH3:9])[N:3]=1.C([O-])([O-])=O.[Cs+].[Cs+].Br[CH2:17][CH2:18][OH:19], predict the reaction product. The product is: [I:1][C:2]1[C:7]([O:8][CH2:17][CH2:18][OH:19])=[CH:6][CH:5]=[C:4]([CH3:9])[N:3]=1. (5) Given the reactants [C:1](Cl)(=O)[C:2]([Cl:4])=[O:3].[C:7]([C:9]1[CH:10]=C([CH:15]=[CH:16][C:17]=1[O:18][CH:19]([CH3:21])[CH3:20])C(O)=O)#[N:8].CN(C=O)C, predict the reaction product. The product is: [C:7]([C:9]1[CH:10]=[C:1]([CH:15]=[CH:16][C:17]=1[O:18][CH:19]([CH3:21])[CH3:20])[C:2]([Cl:4])=[O:3])#[N:8]. (6) Given the reactants [Br:1][C:2]1[CH:7]=[CH:6][C:5]([C@@H:8]([N:10]([CH2:18][CH2:19][CH:20]([C:22]2[CH:27]=[CH:26][C:25]([F:28])=[CH:24][CH:23]=2)O)[C:11](=[O:17])[O:12]C(C)(C)C)[CH3:9])=[CH:4][CH:3]=1.[H-].[Na+].CCOC(C)=O, predict the reaction product. The product is: [Br:1][C:2]1[CH:3]=[CH:4][C:5]([C@@H:8]([N:10]2[CH2:18][CH2:19][CH:20]([C:22]3[CH:23]=[CH:24][C:25]([F:28])=[CH:26][CH:27]=3)[O:12][C:11]2=[O:17])[CH3:9])=[CH:6][CH:7]=1. (7) Given the reactants C(OC(=O)[NH:7][C:8]1[C:9](=[O:36])[C:10]([O:28][CH2:29][C:30]2[CH:35]=[CH:34][CH:33]=[CH:32][CH:31]=2)=[C:11]2[C:16](=[O:17])[N:15]([CH2:18][C:19]3[CH:24]=[CH:23][C:22]([F:25])=[C:21]([Cl:26])[CH:20]=3)[CH2:14][CH2:13][N:12]2[CH:27]=1)(C)(C)C.Cl.O1CCOCC1, predict the reaction product. The product is: [NH2:7][C:8]1[C:9](=[O:36])[C:10]([O:28][CH2:29][C:30]2[CH:31]=[CH:32][CH:33]=[CH:34][CH:35]=2)=[C:11]2[C:16](=[O:17])[N:15]([CH2:18][C:19]3[CH:24]=[CH:23][C:22]([F:25])=[C:21]([Cl:26])[CH:20]=3)[CH2:14][CH2:13][N:12]2[CH:27]=1. (8) Given the reactants [CH3:1][Si]([N-][Si](C)(C)C)(C)C.[K+].[C:11]([C@@H:14]1[CH2:19][C@H:18]([O:20][Si:21]([C:24]([CH3:27])([CH3:26])[CH3:25])([CH3:23])[CH3:22])[CH2:17][CH2:16][C@@H:15]1[NH:28][C:29](=[O:38])[O:30][CH2:31][C:32]1[CH:37]=[CH:36][CH:35]=[CH:34][CH:33]=1)(=O)[CH3:12], predict the reaction product. The product is: [Si:21]([O:20][C@@H:18]1[CH2:17][CH2:16][C@H:15]([NH:28][C:29](=[O:38])[O:30][CH2:31][C:32]2[CH:37]=[CH:36][CH:35]=[CH:34][CH:33]=2)[C@H:14]([C:11]([CH3:12])=[CH2:1])[CH2:19]1)([C:24]([CH3:25])([CH3:27])[CH3:26])([CH3:22])[CH3:23]. (9) The product is: [CH3:24][O:23][C:20]1[CH:21]=[CH:22][C:17]([CH2:16][N:15]([CH2:14][C:13]2[CH:12]=[CH:11][C:10]([O:9][CH3:8])=[CH:26][CH:25]=2)[C:33]2[C:42]([N+:43]([O-:45])=[O:44])=[C:41]([NH:46][CH2:47][CH2:48][CH2:49][NH:50][C:51](=[O:52])[O:53][C:54]([CH3:56])([CH3:55])[CH3:57])[C:40]3[C:35](=[CH:36][CH:37]=[CH:38][CH:39]=3)[N:34]=2)=[CH:18][CH:19]=1. Given the reactants C(N(CC)CC)C.[CH3:8][O:9][C:10]1[CH:26]=[CH:25][C:13]([CH2:14][NH:15][CH2:16][C:17]2[CH:22]=[CH:21][C:20]([O:23][CH3:24])=[CH:19][CH:18]=2)=[CH:12][CH:11]=1.FC(F)(F)S(O[C:33]1[C:42]([N+:43]([O-:45])=[O:44])=[C:41]([NH:46][CH2:47][CH2:48][CH2:49][NH:50][C:51]([O:53][C:54]([CH3:57])([CH3:56])[CH3:55])=[O:52])[C:40]2[C:35](=[CH:36][CH:37]=[CH:38][CH:39]=2)[N:34]=1)(=O)=O, predict the reaction product. (10) Given the reactants [N:1]1[CH:2]=[CH:3][N:4]2[CH:9]=[C:8]([CH:10]([C:12]3[N:16]4[N:17]=[C:18]([C:21]5[CH:22]=[N:23][N:24]([CH3:26])[CH:25]=5)[CH:19]=[CH:20][C:15]4=[N:14][CH:13]=3)[CH3:11])[CH:7]=[CH:6][C:5]=12.C1C(=O)N([Br:34])C(=O)C1, predict the reaction product. The product is: [Br:34][C:3]1[N:4]2[CH:9]=[C:8]([CH:10]([C:12]3[N:16]4[N:17]=[C:18]([C:21]5[CH:22]=[N:23][N:24]([CH3:26])[CH:25]=5)[CH:19]=[CH:20][C:15]4=[N:14][CH:13]=3)[CH3:11])[CH:7]=[CH:6][C:5]2=[N:1][CH:2]=1.